From a dataset of Forward reaction prediction with 1.9M reactions from USPTO patents (1976-2016). Predict the product of the given reaction. (1) Given the reactants [F:1][C:2]1[CH:7]=[C:6](B2OC(C)(C)C(C)(C)O2)[CH:5]=[CH:4][C:3]=1[C:17]1[N:18]=[CH:19][C:20]([NH2:23])=[N:21][CH:22]=1.Br[C:25]1[CH:30]=[CH:29][CH:28]=[CH:27][C:26]=1[S:31]([N:34]1[CH2:38][CH2:37][C:36]([C:40]2[CH:45]=[CH:44][CH:43]=[CH:42][CH:41]=2)([OH:39])[CH2:35]1)(=[O:33])=[O:32], predict the reaction product. The product is: [NH2:23][C:20]1[N:21]=[CH:22][C:17]([C:3]2[CH:4]=[CH:5][C:6]([C:25]3[CH:30]=[CH:29][CH:28]=[CH:27][C:26]=3[S:31]([N:34]3[CH2:38][CH2:37][C:36]([C:40]4[CH:41]=[CH:42][CH:43]=[CH:44][CH:45]=4)([OH:39])[CH2:35]3)(=[O:32])=[O:33])=[CH:7][C:2]=2[F:1])=[N:18][CH:19]=1. (2) Given the reactants [F:1][C:2]([F:35])([F:34])[C:3]1[CH:4]=[C:5]([C:16]2[O:20][N:19]=[C:18]([C:21]3[CH:29]=[CH:28][CH:27]=[C:26]4[C:22]=3[CH:23]=[CH:24][N:25]4[CH2:30][C:31](O)=[O:32])[N:17]=2)[CH:6]=[CH:7][C:8]=1[O:9][CH:10]([CH3:15])[C:11]([F:14])([F:13])[F:12].[CH:36]1[CH:37]=[CH:38][C:39]2[N:44](O)N=[N:42][C:40]=2[CH:41]=1.CCN=C=NCCCN(C)C.Cl.Cl.N1C=CC=CC=1CN.C([O-])(O)=O.[Na+], predict the reaction product. The product is: [N:42]1[CH:38]=[CH:37][CH:36]=[CH:41][C:40]=1[CH2:39][NH:44][C:31](=[O:32])[CH2:30][N:25]1[C:26]2[C:22](=[C:21]([C:18]3[N:17]=[C:16]([C:5]4[CH:6]=[CH:7][C:8]([O:9][CH:10]([CH3:15])[C:11]([F:14])([F:12])[F:13])=[C:3]([C:2]([F:1])([F:34])[F:35])[CH:4]=4)[O:20][N:19]=3)[CH:29]=[CH:28][CH:27]=2)[CH:23]=[CH:24]1. (3) Given the reactants [Cl:1][C:2]1[N:3]=[C:4]([N:14]2[CH2:19][CH2:18][O:17][CH2:16][CH2:15]2)[C:5]2[S:10][C:9]([CH2:11][NH:12][CH3:13])=[CH:8][C:6]=2[N:7]=1.C(N(CC)CC)C.[C:27]([O:30][CH2:31][C:32](Cl)=[O:33])(=[O:29])[CH3:28], predict the reaction product. The product is: [C:27]([O:30][CH2:31][C:32](=[O:33])[N:12]([CH2:11][C:9]1[S:10][C:5]2[C:4]([N:14]3[CH2:15][CH2:16][O:17][CH2:18][CH2:19]3)=[N:3][C:2]([Cl:1])=[N:7][C:6]=2[CH:8]=1)[CH3:13])(=[O:29])[CH3:28]. (4) Given the reactants [OH:1][C@H:2]1[C@H:6]([NH:7][CH3:8])[CH2:5][N:4](C(OC(C)(C)C)=O)[CH2:3]1.[C:16](OC(=O)C)(=[O:18])[CH3:17], predict the reaction product. The product is: [OH:1][C@@H:2]1[CH2:3][NH:4][CH2:5][C@H:6]1[N:7]([CH3:8])[C:16](=[O:18])[CH3:17]. (5) Given the reactants S(=O)(=O)(O)O.N([O-])=O.[Na+].N[C:11]1[CH:12]=[CH:13][C:14]([CH3:19])=[C:15]([CH:18]=1)[C:16]#[N:17].[BrH:20], predict the reaction product. The product is: [Br:20][C:11]1[CH:12]=[CH:13][C:14]([CH3:19])=[C:15]([CH:18]=1)[C:16]#[N:17]. (6) Given the reactants C(N(C(C)C)C(C)C)C.[Br:10][C:11]1[CH:20]=[C:19]2[C:14]([C:15](=O)[NH:16][CH:17]=[N:18]2)=[CH:13][CH:12]=1.O=P(Cl)(Cl)[Cl:24], predict the reaction product. The product is: [Br:10][C:11]1[CH:20]=[C:19]2[C:14]([C:15]([Cl:24])=[N:16][CH:17]=[N:18]2)=[CH:13][CH:12]=1. (7) Given the reactants Cl[C:2]1[N:21]=[C:5]2[C:6]([C:10]3[CH:15]=[CH:14][CH:13]=[CH:12][C:11]=3[O:16][CH2:17][CH:18]([F:20])[F:19])=[CH:7][CH:8]=[CH:9][N:4]2[N:3]=1.[C:22]([O:26][C:27]([N:29]1[CH2:35][CH2:34][C:33]2[CH:36]=[CH:37][C:38]([NH2:40])=[CH:39][C:32]=2[CH2:31][CH2:30]1)=[O:28])([CH3:25])([CH3:24])[CH3:23], predict the reaction product. The product is: [C:22]([O:26][C:27]([N:29]1[CH2:35][CH2:34][C:33]2[CH:36]=[CH:37][C:38]([NH:40][C:2]3[N:21]=[C:5]4[C:6]([C:10]5[CH:15]=[CH:14][CH:13]=[CH:12][C:11]=5[O:16][CH2:17][CH:18]([F:20])[F:19])=[CH:7][CH:8]=[CH:9][N:4]4[N:3]=3)=[CH:39][C:32]=2[CH2:31][CH2:30]1)=[O:28])([CH3:25])([CH3:23])[CH3:24].